Dataset: Catalyst prediction with 721,799 reactions and 888 catalyst types from USPTO. Task: Predict which catalyst facilitates the given reaction. (1) The catalyst class is: 427. Product: [Cl:19][C:14]1[CH:15]=[CH:16][CH:17]=[CH:18][C:13]=1[N:12]1[CH:8]([C:5]2[CH:6]=[CH:7][C:2]([C:30]3[CH:31]=[CH:32][CH:33]=[CH:34][C:29]=3[S:28][CH3:27])=[CH:3][CH:4]=2)[CH2:9][C:10]([C:20]([F:25])([F:26])[C:21]([F:22])([F:24])[F:23])=[N:11]1. Reactant: Br[C:2]1[CH:7]=[CH:6][C:5]([CH:8]2[N:12]([C:13]3[CH:18]=[CH:17][CH:16]=[CH:15][C:14]=3[Cl:19])[N:11]=[C:10]([C:20]([F:26])([F:25])[C:21]([F:24])([F:23])[F:22])[CH2:9]2)=[CH:4][CH:3]=1.[CH3:27][S:28][C:29]1[CH:34]=[CH:33][CH:32]=[CH:31][C:30]=1B(O)O.C(=O)([O-])[O-].[Na+].[Na+]. (2) Reactant: CS([O:5][CH:6]([CH:17]([CH2:28][CH2:29][CH2:30]/[CH:31]=[CH:32]\[CH2:33][CH2:34][CH2:35][CH2:36][CH3:37])[CH2:18][CH2:19][CH2:20]/[CH:21]=[CH:22]\[CH2:23][CH2:24][CH2:25][CH2:26][CH3:27])[CH2:7][CH2:8][CH2:9]/[CH:10]=[CH:11]\[CH2:12][CH2:13][CH2:14][CH2:15][CH3:16])(=O)=O.[CH3:38][N:39]([CH:41](O)[CH2:42][CH2:43][CH3:44])[CH3:40].[H-].[Na+].O. Product: [CH2:18]([CH:17]([CH2:28][CH2:29][CH2:30]/[CH:31]=[CH:32]\[CH2:33][CH2:34][CH2:35][CH2:36][CH3:37])[CH:6]([O:5][CH2:44][CH2:43][CH2:42][CH2:41][N:39]([CH3:40])[CH3:38])[CH2:7][CH2:8][CH2:9]/[CH:10]=[CH:11]\[CH2:12][CH2:13][CH2:14][CH2:15][CH3:16])[CH2:19][CH2:20]/[CH:21]=[CH:22]\[CH2:23][CH2:24][CH2:25][CH2:26][CH3:27]. The catalyst class is: 11. (3) Reactant: [CH2:1](O)[CH3:2].[S:4]1[C:8]2[CH:9]=[CH:10][CH:11]=[CH:12][C:7]=2[N:6]=[C:5]1[SH:13].C1(P(C2C=CC=CC=2)C2C=CC=CC=2)C=CC=CC=1. Product: [CH2:8]([S:4][C:5]1[S:13][C:2]2[CH:1]=[CH:10][CH:11]=[CH:12][C:7]=2[N:6]=1)[CH3:9]. The catalyst class is: 7. (4) Reactant: [C:1]([O:5][C:6](=[O:12])[C@@H:7]1[CH2:11][CH2:10][CH2:9][NH:8]1)([CH3:4])([CH3:3])[CH3:2].[C:13]([NH:23][C:24]([CH3:29])([C:26](O)=[O:27])[CH3:25])([O:15][CH2:16][C:17]1[CH:22]=[CH:21][CH:20]=[CH:19][CH:18]=1)=[O:14].C1C=CC2N(O)N=NC=2C=1.C(Cl)CCl. Product: [C:1]([O:5][C:6]([CH:7]1[CH2:11][CH2:10][CH2:9][N:8]1[C:26](=[O:27])[C:24]([NH:23][C:13]([O:15][CH2:16][C:17]1[CH:18]=[CH:19][CH:20]=[CH:21][CH:22]=1)=[O:14])([CH3:29])[CH3:25])=[O:12])([CH3:4])([CH3:2])[CH3:3]. The catalyst class is: 2. (5) Reactant: [NH2:1][C:2]1[S:3][CH:4]=[N:5][N:6]=1.[CH2:7]([C:15]1[CH:20]=[CH:19][C:18]([S:21](Cl)(=[O:23])=[O:22])=[CH:17][CH:16]=1)[CH2:8][CH2:9][CH2:10][CH2:11][CH2:12][CH2:13][CH3:14].O. Product: [CH2:7]([C:15]1[CH:16]=[CH:17][C:18]([S:21]([NH:1][C:2]2[S:3][CH:4]=[N:5][N:6]=2)(=[O:23])=[O:22])=[CH:19][CH:20]=1)[CH2:8][CH2:9][CH2:10][CH2:11][CH2:12][CH2:13][CH3:14]. The catalyst class is: 17. (6) Reactant: CC1(C)OC([C@H]2[N:11]([O:12][CH3:13])[C@:10]3([CH2:23][CH2:24][CH:25]([CH3:27])[CH3:26])[C:14]4[C:19]([C:20](=[O:22])[CH:21]=[C:9]3[O:8]2)=[CH:18][CH:17]=[CH:16][CH:15]=4)CO1.[ClH:29]. Product: [ClH:29].[OH:8][C:9]1[C@@:10]([NH:11][O:12][CH3:13])([CH2:23][CH2:24][CH:25]([CH3:27])[CH3:26])[C:14]2[C:19](=[CH:18][CH:17]=[CH:16][CH:15]=2)[C:20](=[O:22])[CH:21]=1. The catalyst class is: 7. (7) Product: [CH2:24]([NH:26][C:6]1[C:5]([N+:16]([O-:18])=[O:17])=[C:4]([C:19]2[O:20][CH:21]=[CH:22][CH:23]=2)[N:3]=[C:2]([NH2:1])[N:7]=1)[CH3:25]. The catalyst class is: 57. Reactant: [NH2:1][C:2]1[N:7]=[C:6](OS(C(F)(F)F)(=O)=O)[C:5]([N+:16]([O-:18])=[O:17])=[C:4]([C:19]2[O:20][CH:21]=[CH:22][CH:23]=2)[N:3]=1.[CH2:24]([NH2:26])[CH3:25]. (8) Reactant: Cl.[C:2]1([C:8]2([C:14]([O:16][CH3:17])=[O:15])[CH2:13][CH2:12][NH:11][CH2:10][CH2:9]2)[CH:7]=[CH:6][CH:5]=[CH:4][CH:3]=1.CCN(C(C)C)C(C)C.Cl[C:28]([O:30][CH:31]1[CH:38]2[CH2:39][CH:34]3[CH2:35][CH:36]([CH2:40][CH:32]1[CH2:33]3)[CH2:37]2)=[O:29]. Product: [C:2]1([C:8]2([C:14]([O:16][CH3:17])=[O:15])[CH2:9][CH2:10][N:11]([C:28]([O:30][CH:31]3[CH:32]4[CH2:40][CH:36]5[CH2:35][CH:34]([CH2:39][CH:38]3[CH2:37]5)[CH2:33]4)=[O:29])[CH2:12][CH2:13]2)[CH:3]=[CH:4][CH:5]=[CH:6][CH:7]=1. The catalyst class is: 158.